From a dataset of HIV replication inhibition screening data with 41,000+ compounds from the AIDS Antiviral Screen. Binary Classification. Given a drug SMILES string, predict its activity (active/inactive) in a high-throughput screening assay against a specified biological target. (1) The molecule is Cc1cccc(C)c1N1C(=O)C(=O)C(c2nc3ccccc3s2)C(=NN)C1=O. The result is 0 (inactive). (2) The drug is CC(C)(C)OC(=O)c1ccc(NCC2=CC(=O)C=CC2=O)cc1. The result is 0 (inactive). (3) The molecule is CCN(CC)CC(=O)NC1c2ccc(Cl)cc2Oc2c(C)cccc21. The result is 0 (inactive). (4) The drug is COc1cc2c(cc1OC)C(=Cc1ccccc1N)C(=O)OC2. The result is 0 (inactive). (5) The drug is CCC(C)C(NC(=O)N(CCC#N)CCN(CCN(C(=O)NC(Cc1ccccc1)C(=O)OC)c1ccccc1)C(=O)NC(C(=O)OC)C(C)C)C(=O)OC. The result is 0 (inactive). (6) The compound is N#CC1(C#N)NC(c2cccnc2)C(C#N)(C#N)NC1c1cccnc1. The result is 0 (inactive). (7) The molecule is COC(=N)C1(C#N)NC(c2ccsc2)C(C#N)(C#N)NC1c1ccsc1. The result is 0 (inactive). (8) The molecule is O=C(CCC(=O)c1ccc(Cl)cc1)NO. The result is 0 (inactive).